Task: Predict the product of the given reaction.. Dataset: Forward reaction prediction with 1.9M reactions from USPTO patents (1976-2016) (1) Given the reactants Cl[C:2]1[N:7]=[C:6]([N:8]2[CH2:13][CH2:12][O:11][CH2:10][C@@H:9]2[CH3:14])[N:5]=[C:4]([N:15]2[CH2:20][CH2:19][O:18][CH2:17][CH2:16]2)[N:3]=1.C(=O)([O-])[O-].[Na+].[Na+].[NH2:27][C:28]1[CH:33]=[CH:32][C:31](B2OC(C)(C)C(C)(C)O2)=[CH:30][CH:29]=1, predict the reaction product. The product is: [CH3:14][C@H:9]1[CH2:10][O:11][CH2:12][CH2:13][N:8]1[C:6]1[N:5]=[C:4]([N:15]2[CH2:20][CH2:19][O:18][CH2:17][CH2:16]2)[N:3]=[C:2]([C:31]2[CH:32]=[CH:33][C:28]([NH2:27])=[CH:29][CH:30]=2)[N:7]=1. (2) Given the reactants [OH:1][C@@H:2]([C@H:4]1[C:24](=[O:25])[N:6]2[C:7]([C:21]([O-:23])=[O:22])=[C:8]([S:11]/[CH:12]=[CH:13]\[C:14]3[S:18][CH:17]=[N:16][C:15]=3[CH2:19][OH:20])[C@H:9]([CH3:10])[C@H:5]12)[CH3:3].[Na+].[CH2:27]([CH:29]([O:32][C:33]([O:35][CH2:36]I)=[O:34])[CH2:30][CH3:31])[CH3:28], predict the reaction product. The product is: [OH:1][C@@H:2]([C@H:4]1[C:24](=[O:25])[N:6]2[C:7]([C:21]([O:23][CH2:36][O:35][C:33]([O:32][CH:29]([CH2:30][CH3:31])[CH2:27][CH3:28])=[O:34])=[O:22])=[C:8]([S:11]/[CH:12]=[CH:13]\[C:14]3[S:18][CH:17]=[N:16][C:15]=3[CH2:19][OH:20])[C@H:9]([CH3:10])[C@H:5]12)[CH3:3].